From a dataset of M1 muscarinic receptor agonist screen with 61,833 compounds. Binary Classification. Given a drug SMILES string, predict its activity (active/inactive) in a high-throughput screening assay against a specified biological target. The compound is S(=O)(=O)(NC(C(C)C)C(=O)NCc1occc1)c1cc2sc(nc2cc1)C. The result is 0 (inactive).